From a dataset of Forward reaction prediction with 1.9M reactions from USPTO patents (1976-2016). Predict the product of the given reaction. (1) Given the reactants Br[CH2:2][C:3]([C:5]1[CH:10]=[CH:9][CH:8]=[C:7]([O:11][CH3:12])[CH:6]=1)=O.[NH2:13][C:14]([NH2:16])=[S:15], predict the reaction product. The product is: [CH3:12][O:11][C:7]1[CH:6]=[C:5]([C:3]2[N:13]=[C:14]([NH2:16])[S:15][CH:2]=2)[CH:10]=[CH:9][CH:8]=1. (2) Given the reactants CN(C(ON1N=NC2C=CC=NC1=2)=[N+](C)C)C.F[P-](F)(F)(F)(F)F.[CH3:25][C:26]([O:29][C:30]([N:32]1[CH:36]=[C:35]([C:37]([OH:39])=O)[C:34]([CH3:40])=[N:33]1)=[O:31])([CH3:28])[CH3:27].CCN(C(C)C)C(C)C.[NH:50]1[C:58]2[C:53](=[C:54]([C:59]3[CH:60]=[C:61]([NH2:68])[C:62]4[CH:63]=[N:64][NH:65][C:66]=4[CH:67]=3)[CH:55]=[CH:56][CH:57]=2)[CH:52]=[CH:51]1, predict the reaction product. The product is: [NH:50]1[C:58]2[C:53](=[C:54]([C:59]3[CH:67]=[C:66]4[C:62]([CH:63]=[N:64][NH:65]4)=[C:61]([NH:68][C:37]([C:35]4[C:34]([CH3:40])=[N:33][N:32]([C:30]([O:29][C:26]([CH3:25])([CH3:27])[CH3:28])=[O:31])[CH:36]=4)=[O:39])[CH:60]=3)[CH:55]=[CH:56][CH:57]=2)[CH:52]=[CH:51]1. (3) Given the reactants CC1C=C(C)C([CH:9]([C:15]2[NH:19][CH:18]=[CH:17][CH:16]=2)[C:10]2[NH:14][CH:13]=[CH:12][CH:11]=2)=C(C)C=1.C([NH:23]C(SC1C=CC(C=O)=CC=1)=O)C.C(O)(C(F)(F)F)=O.CC[N:44]([CH:48]([CH3:50])[CH3:49])[CH:45]([CH3:47])[CH3:46].[C:51]1(Cl)C(=O)[C:56](Cl)=[C:55](Cl)[C:53](=O)[C:52]=1Cl, predict the reaction product. The product is: [C:10]12[CH:9]=[C:15]3[N:19]=[C:18]([CH:17]=[CH:16]3)[CH:49]=[C:48]3[NH:44][C:45]([CH:46]=[CH:50]3)=[CH:47][C:56]3=[N:23][C:52]([CH:53]=[CH:55]3)=[CH:51][C:13]([NH:14]1)=[CH:12][CH:11]=2. (4) Given the reactants Cl[C:2]1[CH:3]=[C:4]([NH:9][C:10]2[CH:14]=[CH:13][N:12]([CH3:15])[N:11]=2)[C:5](=[O:8])[NH:6][N:7]=1.[C:16]([C:20]1[S:21][C:22]2[C:27](=[O:28])[N:26]([C:29]3[CH:34]=[CH:33][CH:32]=[C:31](B4OC(C)(C)C(C)(C)O4)[C:30]=3[CH3:44])[CH2:25][C:23]=2[N:24]=1)([CH3:19])([CH3:18])[CH3:17].P([O-])([O-])([O-])=O.[K+].[K+].[K+].O.COC1C=CC=C(OC)C=1C1C=CC=CC=1P(C1CCCCC1)C1CCCCC1, predict the reaction product. The product is: [C:16]([C:20]1[S:21][C:22]2[C:27](=[O:28])[N:26]([C:29]3[CH:34]=[CH:33][CH:32]=[C:31]([C:2]4[CH:3]=[C:4]([NH:9][C:10]5[CH:14]=[CH:13][N:12]([CH3:15])[N:11]=5)[C:5](=[O:8])[NH:6][N:7]=4)[C:30]=3[CH3:44])[CH2:25][C:23]=2[N:24]=1)([CH3:19])([CH3:18])[CH3:17]. (5) Given the reactants [OH:1][NH:2][C:3](=[NH:21])[C:4]1[CH:13]=[CH:12][CH:11]=[C:10]2[C:5]=1[CH2:6][CH2:7][N:8]([C:14]([O:16][C:17]([CH3:20])([CH3:19])[CH3:18])=[O:15])[CH2:9]2.[H-].[Na+].[Cl:24][C:25]1[CH:26]=[C:27]([CH:32]=[CH:33][C:34]=1[O:35][CH:36]([CH3:38])[CH3:37])[C:28](OC)=O, predict the reaction product. The product is: [Cl:24][C:25]1[CH:26]=[C:27]([C:28]2[O:1][N:2]=[C:3]([C:4]3[CH:13]=[CH:12][CH:11]=[C:10]4[C:5]=3[CH2:6][CH2:7][N:8]([C:14]([O:16][C:17]([CH3:18])([CH3:20])[CH3:19])=[O:15])[CH2:9]4)[N:21]=2)[CH:32]=[CH:33][C:34]=1[O:35][CH:36]([CH3:37])[CH3:38].